Dataset: Peptide-MHC class I binding affinity with 185,985 pairs from IEDB/IMGT. Task: Regression. Given a peptide amino acid sequence and an MHC pseudo amino acid sequence, predict their binding affinity value. This is MHC class I binding data. (1) The peptide sequence is AVMLVHTYY. The MHC is HLA-A11:01 with pseudo-sequence HLA-A11:01. The binding affinity (normalized) is 0.628. (2) The peptide sequence is LSCAASGFTF. The MHC is HLA-A30:02 with pseudo-sequence HLA-A30:02. The binding affinity (normalized) is 0.0633. (3) The peptide sequence is LLCGALIAFL. The MHC is HLA-A02:03 with pseudo-sequence HLA-A02:03. The binding affinity (normalized) is 0.707. (4) The peptide sequence is AMLGTHTMEV. The MHC is HLA-A02:01 with pseudo-sequence HLA-A02:01. The binding affinity (normalized) is 0.635.